From a dataset of Forward reaction prediction with 1.9M reactions from USPTO patents (1976-2016). Predict the product of the given reaction. (1) Given the reactants [CH3:1][O:2][C:3]1[CH:4]=[C:5]([CH:36]=[CH:37][CH:38]=1)[C:6]([NH:8][CH2:9][C:10]1[S:11][C:12]([S:15]([N:18]2[CH2:23][CH2:22][CH:21]([NH:24][CH2:25][C:26]3[CH:31]=[CH:30][C:29]([C:32]([F:35])([F:34])[F:33])=[CH:28][CH:27]=3)[CH2:20][CH2:19]2)(=[O:17])=[O:16])=[CH:13][CH:14]=1)=[O:7].[CH3:39]CN(C(C)C)C(C)C.C=O.C([BH3-])#N.[Na+], predict the reaction product. The product is: [CH3:1][O:2][C:3]1[CH:4]=[C:5]([CH:36]=[CH:37][CH:38]=1)[C:6]([NH:8][CH2:9][C:10]1[S:11][C:12]([S:15]([N:18]2[CH2:19][CH2:20][CH:21]([N:24]([CH3:39])[CH2:25][C:26]3[CH:27]=[CH:28][C:29]([C:32]([F:34])([F:33])[F:35])=[CH:30][CH:31]=3)[CH2:22][CH2:23]2)(=[O:17])=[O:16])=[CH:13][CH:14]=1)=[O:7]. (2) Given the reactants [CH3:1][C:2]1[CH:3]=[C:4]([CH:7]=[CH:8][C:9]=1[CH3:10])[CH:5]=O.[CH3:11][NH2:12], predict the reaction product. The product is: [CH3:1][C:2]1[CH:3]=[C:4]([CH:7]=[CH:8][C:9]=1[CH3:10])[CH:5]=[N:12][CH3:11]. (3) Given the reactants [CH3:1][CH:2]([O:6][C:7]1[N:15]=[C:14]2[C:10]([N:11]=[CH:12][N:13]2[CH:16]2[CH2:21][CH2:20][CH2:19][CH2:18][O:17]2)=[C:9]([NH2:22])[N:8]=1)[CH2:3][CH2:4][CH3:5].C1C(=O)N([Br:30])C(=O)C1, predict the reaction product. The product is: [Br:30][C:12]1[N:13]([CH:16]2[CH2:21][CH2:20][CH2:19][CH2:18][O:17]2)[C:14]2[C:10]([N:11]=1)=[C:9]([NH2:22])[N:8]=[C:7]([O:6][CH:2]([CH3:1])[CH2:3][CH2:4][CH3:5])[N:15]=2. (4) Given the reactants [CH2:1]([O:3][C:4](=[O:23])[CH2:5][CH:6]1[CH2:13][CH:12]2[N:14](C(OC(C)(C)C)=O)[CH:8]([CH2:9][O:10][CH2:11]2)[CH:7]1[OH:22])[CH3:2].FC(F)(F)C(O)=O, predict the reaction product. The product is: [OH:22][CH:7]1[CH:6]([CH2:5][C:4]([O:3][CH2:1][CH3:2])=[O:23])[CH2:13][CH:12]2[NH:14][CH:8]1[CH2:9][O:10][CH2:11]2. (5) The product is: [O:10]1[CH2:11][CH2:12][O:8][CH:9]1[CH2:13][CH:14]=[C:35]1[CH2:36][N:37]([C:39]([O:41][CH2:42][C:43]2[CH:48]=[CH:47][CH:46]=[CH:45][CH:44]=2)=[O:40])[CH2:38]1. Given the reactants CC(C)([O-])C.[K+].[Br-].[O:8]1[CH2:12][CH2:11][O:10][CH:9]1[CH2:13][CH2:14][P+](C1C=CC=CC=1)(C1C=CC=CC=1)C1C=CC=CC=1.O=[C:35]1[CH2:38][N:37]([C:39]([O:41][CH2:42][C:43]2[CH:48]=[CH:47][CH:46]=[CH:45][CH:44]=2)=[O:40])[CH2:36]1, predict the reaction product. (6) Given the reactants C([O:3][C:4](=O)[C:5]1[C:10]([C:11]([F:14])([F:13])[F:12])=[CH:9][C:8]([C:15]2[CH:20]=[CH:19][C:18]([C:21]([F:24])([F:23])[F:22])=[CH:17][CH:16]=2)=[N:7][C:6]=1[CH3:25])C.[H-].[Al+3].[Li+].[H-].[H-].[H-].[OH-].[Na+], predict the reaction product. The product is: [CH3:25][C:6]1[C:5]([CH2:4][OH:3])=[C:10]([C:11]([F:13])([F:14])[F:12])[CH:9]=[C:8]([C:15]2[CH:20]=[CH:19][C:18]([C:21]([F:23])([F:22])[F:24])=[CH:17][CH:16]=2)[N:7]=1. (7) Given the reactants [Br:1][C:2]1[CH:7]=[CH:6][C:5]([NH2:8])=[CH:4][C:3]=1[O:9][C:10]([F:13])([F:12])[F:11].[Cl:14]N1C(=O)CCC1=O, predict the reaction product. The product is: [Br:1][C:2]1[C:3]([O:9][C:10]([F:12])([F:11])[F:13])=[CH:4][C:5]([NH2:8])=[C:6]([Cl:14])[CH:7]=1.